Dataset: Forward reaction prediction with 1.9M reactions from USPTO patents (1976-2016). Task: Predict the product of the given reaction. (1) Given the reactants C1C2C(COC(=O)[NH:17][CH:18]([CH:27]3[CH2:32][CH2:31][NH:30][CH2:29][CH2:28]3)[CH2:19][C:20]3[CH:25]=[CH:24][CH:23]=[C:22]([Cl:26])[CH:21]=3)C3C(=CC=CC=3)C=2C=CC=1.[CH3:34][S:35](Cl)(=[O:37])=[O:36].[CH2:39](N(CC)CC)[CH3:40], predict the reaction product. The product is: [Cl:26][C:22]1[CH:21]=[C:20]([CH2:19][CH:18]([NH2:17])[CH:27]2[CH2:28][CH2:29][N:30]([S:35]([CH:34]3[CH2:40][CH2:39]3)(=[O:37])=[O:36])[CH2:31][CH2:32]2)[CH:25]=[CH:24][CH:23]=1. (2) Given the reactants C(N(CC)CC)C.[F:8][C:9]1[C:14]([F:15])=[CH:13][CH:12]=[CH:11][C:10]=1[C@H:16]1[CH2:22][N:21]2[C:23]([CH2:26][C:27]([F:30])([F:29])[F:28])=[CH:24][N:25]=[C:20]2[C@H:19]([NH2:31])[CH2:18][CH2:17]1.Cl[C:33](OC1C=CC([N+]([O-])=O)=CC=1)=[O:34].[CH:45]1([C:48]2[CH:49]=[C:50]([CH:55]3[CH2:60][CH2:59][NH:58][CH2:57][CH2:56]3)[C:51](=[O:54])[NH:52][N:53]=2)[CH2:47][CH2:46]1.N1CCC(C2C(=O)NN=C(CCC)C=2)CC1.C(=O)([O-])[O-].[Na+].[Na+], predict the reaction product. The product is: [CH:45]1([C:48]2[CH:49]=[C:50]([CH:55]3[CH2:60][CH2:59][N:58]([C:33]([NH:31][C@@H:19]4[CH2:18][CH2:17][C@@H:16]([C:10]5[CH:11]=[CH:12][CH:13]=[C:14]([F:15])[C:9]=5[F:8])[CH2:22][N:21]5[C:23]([CH2:26][C:27]([F:30])([F:28])[F:29])=[CH:24][N:25]=[C:20]45)=[O:34])[CH2:57][CH2:56]3)[C:51](=[O:54])[NH:52][N:53]=2)[CH2:46][CH2:47]1. (3) Given the reactants F[B-](F)(F)F.[F:6][S:7]([F:19])([F:18])([F:17])([F:16])[C:8]1[CH:13]=[CH:12][C:11]([N+]#N)=[CH:10][CH:9]=1.[F:20][C:21]1[CH:28]=[CH:27][C:24]([CH:25]=[CH2:26])=[CH:23][CH:22]=1, predict the reaction product. The product is: [F:20][C:21]1[CH:28]=[CH:27][C:24](/[CH:25]=[CH:26]/[C:11]2[CH:12]=[CH:13][C:8]([S:7]([F:19])([F:18])([F:17])([F:16])[F:6])=[CH:9][CH:10]=2)=[CH:23][CH:22]=1.